This data is from Catalyst prediction with 721,799 reactions and 888 catalyst types from USPTO. The task is: Predict which catalyst facilitates the given reaction. (1) Reactant: C(OC([NH:8][CH2:9][C:10]([NH:12][C@@:13]1([C:28]([OH:30])=[O:29])[CH2:18][C@H:17]([S:19][C:20]2[NH:24][CH:23]=[N:22][N:21]=2)[C@@H:16]2[C@H:14]1[C@H:15]2[C:25]([OH:27])=[O:26])=[O:11])=O)(C)(C)C.[ClH:31]. Product: [ClH:31].[NH2:8][CH2:9][C:10]([NH:12][C@@:13]1([C:28]([OH:30])=[O:29])[CH2:18][C@H:17]([S:19][C:20]2[NH:24][CH:23]=[N:22][N:21]=2)[C@@H:16]2[C@H:14]1[C@H:15]2[C:25]([OH:27])=[O:26])=[O:11]. The catalyst class is: 13. (2) Reactant: [C:1]([C:3]1[CH:4]=[N:5][C:6]2[CH:7]=[CH:8][C:9](=[O:30])[N:10]([CH3:29])[C:11]=2[C:12]=1[CH2:13][CH2:14][N:15]1[CH2:19][C@@H:18]([OH:20])[C@@H:17]([CH2:21][NH:22]C(=O)C(F)(F)F)[CH2:16]1)#[N:2].C(=O)([O-])[O-].[K+].[K+]. Product: [NH2:22][CH2:21][C@@H:17]1[C@H:18]([OH:20])[CH2:19][N:15]([CH2:14][CH2:13][C:12]2[C:11]3[N:10]([CH3:29])[C:9](=[O:30])[CH:8]=[CH:7][C:6]=3[N:5]=[CH:4][C:3]=2[C:1]#[N:2])[CH2:16]1. The catalyst class is: 24. (3) Reactant: [Cl:1][C:2]1[CH:7]=[C:6]([N+:8]([O-:10])=[O:9])[CH:5]=[C:4]([Cl:11])[C:3]=1F.[NH:13]1[CH:17]=[CH:16][CH:15]=[N:14]1.C(=O)([O-])[O-].[K+].[K+]. Product: [Cl:1][C:2]1[CH:7]=[C:6]([N+:8]([O-:10])=[O:9])[CH:5]=[C:4]([Cl:11])[C:3]=1[N:13]1[CH:17]=[CH:16][CH:15]=[N:14]1. The catalyst class is: 3.